This data is from Forward reaction prediction with 1.9M reactions from USPTO patents (1976-2016). The task is: Predict the product of the given reaction. (1) Given the reactants [CH:1]1([C:4]2[NH:8][N:7]=[C:6]([NH:9][C:10]3[C:17]([F:18])=[CH:16][C:13]([C:14]#[N:15])=[C:12]([NH:19][C@H:20]([C:22]4[CH:27]=[CH:26][C:25]([F:28])=[CH:24][CH:23]=4)[CH3:21])[N:11]=3)[CH:5]=2)[CH2:3][CH2:2]1.N[C@H](C1C=CC(F)=CC=1)C[OH:32].CCN(C(C)C)C(C)C, predict the reaction product. The product is: [CH:1]1([C:4]2[NH:8][N:7]=[C:6]([NH:9][C:10]3[C:17]([F:18])=[CH:16][C:13]([C:14]#[N:15])=[C:12]([NH:19][C@H:20]([C:22]4[CH:27]=[CH:26][C:25]([F:28])=[CH:24][CH:23]=4)[CH2:21][OH:32])[N:11]=3)[CH:5]=2)[CH2:3][CH2:2]1. (2) Given the reactants [Br:1][C:2]1[CH:3]=[C:4]([C:8]([NH:11][C:12]2[CH:17]=[CH:16][C:15]([I:18])=[CH:14][C:13]=2[F:19])=[CH:9][N:10]=1)[C:5](O)=[O:6].C(N1C=CN=C1)([N:22]1C=CN=C1)=O.C([O-])(=O)C.[NH4+].O, predict the reaction product. The product is: [Br:1][C:2]1[CH:3]=[C:4]([C:8]([NH:11][C:12]2[CH:17]=[CH:16][C:15]([I:18])=[CH:14][C:13]=2[F:19])=[CH:9][N:10]=1)[C:5]([NH2:22])=[O:6]. (3) Given the reactants [N:1]#[C:2][NH2:3].CC(C)([O-])C.[K+].[F:10][C:11]1[CH:12]=[C:13]([CH:26]=[CH:27][C:28]=1[S:29][CH3:30])[CH2:14][N:15]1[C:23](=[O:24])[C:22]2[C:17](=[CH:18][CH:19]=[CH:20][CH:21]=2)[C:16]1=[O:25].BrN1C(=O)CCC1=O, predict the reaction product. The product is: [F:10][C:11]1[CH:12]=[C:13]([CH:26]=[CH:27][C:28]=1[S:29]([CH3:30])=[N:1][C:2]#[N:3])[CH2:14][N:15]1[C:23](=[O:24])[C:22]2[C:17](=[CH:18][CH:19]=[CH:20][CH:21]=2)[C:16]1=[O:25]. (4) Given the reactants [O:1]=[S:2]1(=[O:27])[N:7]=[CH:6][C:5]2[CH:8]=[C:9]([CH2:12][N:13](C3C=CC=CC=3C#N)[N:14]3[CH:18]=[CH:17][N:16]=[CH:15]3)[CH:10]=[CH:11][C:4]=2[O:3]1.[BH4-].[Na+].[NH4+:30].[Cl-].O, predict the reaction product. The product is: [O:1]=[S:2]1(=[O:27])[NH:7][CH2:6][C:5]2[CH:8]=[C:9]([CH2:12][N:13]([C:10]3[CH:9]=[CH:8][C:5]([C:6]#[N:30])=[CH:4][CH:11]=3)[N:14]3[CH:18]=[CH:17][N:16]=[CH:15]3)[CH:10]=[CH:11][C:4]=2[O:3]1.